The task is: Regression. Given two drug SMILES strings and cell line genomic features, predict the synergy score measuring deviation from expected non-interaction effect.. This data is from NCI-60 drug combinations with 297,098 pairs across 59 cell lines. (1) Drug 1: C1CCC(CC1)NC(=O)N(CCCl)N=O. Drug 2: CN(C)N=NC1=C(NC=N1)C(=O)N. Cell line: NCI/ADR-RES. Synergy scores: CSS=12.1, Synergy_ZIP=-3.87, Synergy_Bliss=-0.837, Synergy_Loewe=-8.04, Synergy_HSA=-2.35. (2) Drug 1: CN(CCCl)CCCl.Cl. Drug 2: CCN(CC)CCCC(C)NC1=C2C=C(C=CC2=NC3=C1C=CC(=C3)Cl)OC. Cell line: LOX IMVI. Synergy scores: CSS=35.1, Synergy_ZIP=-9.36, Synergy_Bliss=-2.74, Synergy_Loewe=-7.69, Synergy_HSA=-1.80. (3) Drug 1: C1CCC(C1)C(CC#N)N2C=C(C=N2)C3=C4C=CNC4=NC=N3. Drug 2: C1CC(=O)NC(=O)C1N2CC3=C(C2=O)C=CC=C3N. Cell line: OVCAR-8. Synergy scores: CSS=-0.149, Synergy_ZIP=0.983, Synergy_Bliss=-0.801, Synergy_Loewe=-1.78, Synergy_HSA=-2.66. (4) Drug 1: CCC1(CC2CC(C3=C(CCN(C2)C1)C4=CC=CC=C4N3)(C5=C(C=C6C(=C5)C78CCN9C7C(C=CC9)(C(C(C8N6C)(C(=O)OC)O)OC(=O)C)CC)OC)C(=O)OC)O.OS(=O)(=O)O. Drug 2: CC(C)CN1C=NC2=C1C3=CC=CC=C3N=C2N. Cell line: T-47D. Synergy scores: CSS=9.49, Synergy_ZIP=-1.71, Synergy_Bliss=0.296, Synergy_Loewe=7.01, Synergy_HSA=2.25. (5) Drug 1: CC12CCC3C(C1CCC2=O)CC(=C)C4=CC(=O)C=CC34C. Drug 2: C1CN(P(=O)(OC1)NCCCl)CCCl. Cell line: MOLT-4. Synergy scores: CSS=52.5, Synergy_ZIP=0.0435, Synergy_Bliss=-2.26, Synergy_Loewe=-3.39, Synergy_HSA=-3.02. (6) Cell line: NCI-H460. Drug 2: CC1=C2C(C(=O)C3(C(CC4C(C3C(C(C2(C)C)(CC1OC(=O)C(C(C5=CC=CC=C5)NC(=O)C6=CC=CC=C6)O)O)OC(=O)C7=CC=CC=C7)(CO4)OC(=O)C)O)C)OC(=O)C. Synergy scores: CSS=65.4, Synergy_ZIP=-5.63, Synergy_Bliss=-11.0, Synergy_Loewe=-9.48, Synergy_HSA=-6.35. Drug 1: C1=C(C(=O)NC(=O)N1)F. (7) Drug 1: C1CCC(CC1)NC(=O)N(CCCl)N=O. Drug 2: CC=C1C(=O)NC(C(=O)OC2CC(=O)NC(C(=O)NC(CSSCCC=C2)C(=O)N1)C(C)C)C(C)C. Synergy scores: CSS=76.6, Synergy_ZIP=-1.49, Synergy_Bliss=0.496, Synergy_Loewe=-32.3, Synergy_HSA=-0.0258. Cell line: COLO 205. (8) Drug 1: CC1=CC2C(CCC3(C2CCC3(C(=O)C)OC(=O)C)C)C4(C1=CC(=O)CC4)C. Drug 2: C1=CC(=CC=C1C#N)C(C2=CC=C(C=C2)C#N)N3C=NC=N3. Cell line: OVCAR3. Synergy scores: CSS=-0.972, Synergy_ZIP=1.15, Synergy_Bliss=0.477, Synergy_Loewe=-0.613, Synergy_HSA=-2.23. (9) Drug 1: C1CN1P(=S)(N2CC2)N3CC3. Drug 2: C1CN1C2=NC(=NC(=N2)N3CC3)N4CC4. Cell line: UACC-257. Synergy scores: CSS=8.46, Synergy_ZIP=-3.39, Synergy_Bliss=-2.98, Synergy_Loewe=-12.1, Synergy_HSA=-3.55. (10) Drug 2: C1=NC2=C(N1)C(=S)N=CN2. Cell line: SK-MEL-5. Drug 1: C1=C(C(=O)NC(=O)N1)N(CCCl)CCCl. Synergy scores: CSS=20.3, Synergy_ZIP=-11.3, Synergy_Bliss=-3.33, Synergy_Loewe=-3.90, Synergy_HSA=-0.775.